From a dataset of NCI-60 drug combinations with 297,098 pairs across 59 cell lines. Regression. Given two drug SMILES strings and cell line genomic features, predict the synergy score measuring deviation from expected non-interaction effect. (1) Drug 1: CC12CCC(CC1=CCC3C2CCC4(C3CC=C4C5=CN=CC=C5)C)O. Drug 2: C1=CC=C(C(=C1)C(C2=CC=C(C=C2)Cl)C(Cl)Cl)Cl. Cell line: HS 578T. Synergy scores: CSS=3.25, Synergy_ZIP=-0.0612, Synergy_Bliss=2.76, Synergy_Loewe=-1.38, Synergy_HSA=-0.694. (2) Drug 1: CC12CCC3C(C1CCC2=O)CC(=C)C4=CC(=O)C=CC34C. Drug 2: CN(CC1=CN=C2C(=N1)C(=NC(=N2)N)N)C3=CC=C(C=C3)C(=O)NC(CCC(=O)O)C(=O)O. Cell line: COLO 205. Synergy scores: CSS=70.1, Synergy_ZIP=1.10, Synergy_Bliss=1.72, Synergy_Loewe=-5.04, Synergy_HSA=1.60. (3) Drug 1: C1CN(P(=O)(OC1)NCCCl)CCCl. Drug 2: N.N.Cl[Pt+2]Cl. Cell line: K-562. Synergy scores: CSS=52.7, Synergy_ZIP=5.15, Synergy_Bliss=-1.81, Synergy_Loewe=24.0, Synergy_HSA=4.18.